Predict which catalyst facilitates the given reaction. From a dataset of Catalyst prediction with 721,799 reactions and 888 catalyst types from USPTO. (1) Reactant: [CH3:1][O:2][C:3]1[CH:4]=[C:5]2[C:10](=[CH:11][C:12]=1[O:13][CH3:14])[N:9]=[CH:8][CH:7]=[C:6]2[O:15][C:16]1[CH:22]=[CH:21][C:19]([NH2:20])=[CH:18][CH:17]=1.C(N(CC)CC)C.ClC(Cl)(O[C:34](=[O:40])OC(Cl)(Cl)Cl)Cl.[N:42]1([CH2:48][CH2:49][NH2:50])[CH2:47][CH2:46][CH2:45][CH2:44][CH2:43]1. Product: [CH3:1][O:2][C:3]1[CH:4]=[C:5]2[C:10](=[CH:11][C:12]=1[O:13][CH3:14])[N:9]=[CH:8][CH:7]=[C:6]2[O:15][C:16]1[CH:22]=[CH:21][C:19]([NH:20][C:34]([NH:50][CH2:49][CH2:48][N:42]2[CH2:47][CH2:46][CH2:45][CH2:44][CH2:43]2)=[O:40])=[CH:18][CH:17]=1. The catalyst class is: 146. (2) Reactant: CON(C)[C:4]([C@@H:6]1[CH2:10][CH2:9][CH2:8][C@H:7]1[C:11]1[C:19]2[C:14](=[CH:15][CH:16]=[C:17]([C:20]#[N:21])[CH:18]=2)[NH:13][CH:12]=1)=[O:5].[H-].[Al+3].[Li+].[H-].[H-].[H-]. Product: [CH:4]([C@@H:6]1[CH2:10][CH2:9][CH2:8][C@H:7]1[C:11]1[C:19]2[C:14](=[CH:15][CH:16]=[C:17]([C:20]#[N:21])[CH:18]=2)[NH:13][CH:12]=1)=[O:5]. The catalyst class is: 1. (3) Reactant: Br[C:2]1[N:7]=[C:6]([CH:8]=[O:9])[CH:5]=[CH:4][CH:3]=1.[F:10][C:11]([F:26])([F:25])[C:12]1[CH:17]=[C:16]([C:18]([F:21])([F:20])[F:19])[CH:15]=[CH:14][C:13]=1B(O)O.C(=O)([O-])[O-].[Cs+].[Cs+]. Product: [F:10][C:11]([F:25])([F:26])[C:12]1[CH:17]=[C:16]([C:18]([F:19])([F:20])[F:21])[CH:15]=[CH:14][C:13]=1[C:2]1[N:7]=[C:6]([CH:8]=[O:9])[CH:5]=[CH:4][CH:3]=1. The catalyst class is: 12. (4) Reactant: CC(OI1(OC(C)=O)(OC(C)=O)OC(=O)C2C=CC=CC1=2)=O.[Cl:23][C:24]1[CH:25]=[C:26]([CH2:36][C:37]2[O:41][C:40]([C:42]([NH:44][C:45]3[CH:50]=[CH:49][C:48]([CH2:51][OH:52])=[CH:47][CH:46]=3)=[O:43])=[CH:39][CH:38]=2)[C:27]2[O:31][C:30]([CH:32]([CH3:34])[CH3:33])=[CH:29][C:28]=2[CH:35]=1. Product: [Cl:23][C:24]1[CH:25]=[C:26]([CH2:36][C:37]2[O:41][C:40]([C:42]([NH:44][C:45]3[CH:46]=[CH:47][C:48]([CH:51]=[O:52])=[CH:49][CH:50]=3)=[O:43])=[CH:39][CH:38]=2)[C:27]2[O:31][C:30]([CH:32]([CH3:33])[CH3:34])=[CH:29][C:28]=2[CH:35]=1. The catalyst class is: 4. (5) The catalyst class is: 170. Product: [Cl:30][C:16]1[N:15]([C:5]2[CH:6]=[C:7]([O:8][C:9]3[N:14]=[CH:13][CH:12]=[CH:11][N:10]=3)[C:2]([Cl:1])=[CH:3][C:4]=2[F:27])[C:20](=[O:21])[CH:19]=[C:18]([C:22]([F:25])([F:24])[F:23])[N:17]=1. Reactant: [Cl:1][C:2]1[C:7]([O:8][C:9]2[N:14]=[CH:13][CH:12]=[CH:11][N:10]=2)=[CH:6][C:5]([N:15]2[C:20](=[O:21])[CH:19]=[C:18]([C:22]([F:25])([F:24])[F:23])[NH:17][C:16]2=O)=[C:4]([F:27])[CH:3]=1.P(Cl)(Cl)([Cl:30])=O.C(N(CC)CC)C.C1(C)C=CC=CC=1. (6) Reactant: [CH3:1][CH2:2][CH2:3][NH:4][C@@H:5]1[CH2:14][C:9]2[S:10][C:11]([NH2:13])=[N:12][C:8]=2[CH2:7][CH2:6]1.Cl. Product: [CH3:1][CH2:2][CH2:3][NH:4][C@@H:5]1[CH2:14][C:9]2[S:10][C:11]([NH2:13])=[N:12][C:8]=2[CH2:7][CH2:6]1. The catalyst class is: 6. (7) Reactant: [N+:1]([C:4]1[N:5]=[C:6]2[N:11]([CH:12]=1)[CH2:10][C@H:9]([OH:13])[CH2:8][O:7]2)([O-:3])=[O:2].[Br:14][C:15]1[CH:20]=[CH:19][N:18]=[C:17]([CH2:21]Cl)[CH:16]=1.[H-].[Na+]. Product: [Br:14][C:15]1[CH:20]=[CH:19][N:18]=[C:17]([CH2:21][O:13][C@@H:9]2[CH2:8][O:7][C:6]3=[N:5][C:4]([N+:1]([O-:3])=[O:2])=[CH:12][N:11]3[CH2:10]2)[CH:16]=1. The catalyst class is: 3. (8) The catalyst class is: 9. Reactant: Br[CH:2]1[CH2:6][CH2:5][C:4]([C:7]#[N:8])=[CH:3]1.[F:9][C:10]1[CH:15]=[CH:14][C:13]([N:16]2[CH2:21][CH2:20][NH:19][CH2:18][CH2:17]2)=[CH:12][CH:11]=1.C(N(CC)CC)C. Product: [F:9][C:10]1[CH:11]=[CH:12][C:13]([N:16]2[CH2:21][CH2:20][N:19]([C@@H:2]3[CH2:6][CH2:5][C:4]([C:7]#[N:8])=[CH:3]3)[CH2:18][CH2:17]2)=[CH:14][CH:15]=1. (9) Reactant: [CH3:1][O:2][CH2:3][CH2:4][N:5]1[C:13]2[C:8](=[CH:9][CH:10]=[CH:11][C:12]=2[O:14][C:15]([F:18])([F:17])[F:16])[CH:7]=[CH:6]1.[C:19](O[C:19]([C:21]([F:24])([F:23])[F:22])=[O:20])([C:21]([F:24])([F:23])[F:22])=[O:20]. Product: [F:22][C:21]([F:24])([F:23])[C:19]([C:7]1[C:8]2[C:13](=[C:12]([O:14][C:15]([F:18])([F:16])[F:17])[CH:11]=[CH:10][CH:9]=2)[N:5]([CH2:4][CH2:3][O:2][CH3:1])[CH:6]=1)=[O:20]. The catalyst class is: 3. (10) Reactant: [O:1]=[C:2]1[NH:10][C:5]2=[N:6][CH:7]=[CH:8][CH:9]=[C:4]2[N:3]1[CH:11]1[CH2:16][CH2:15][N:14]([C:17]2[N:22]=[CH:21][N:20]=[C:19]([C:23]([OH:25])=O)[CH:18]=2)[CH2:13][CH2:12]1.Cl.[NH:27]1[C:35]2[C:30](=[CH:31][CH:32]=[CH:33][CH:34]=2)[CH2:29][CH:28]1[C:36]([O:38][CH2:39][CH3:40])=[O:37].CN(C(ON1N=NC2C=CC=CC1=2)=[N+](C)C)C.[B-](F)(F)(F)F.C(N(CC)CC)C. Product: [O:1]=[C:2]1[NH:10][C:5]2=[N:6][CH:7]=[CH:8][CH:9]=[C:4]2[N:3]1[CH:11]1[CH2:16][CH2:15][N:14]([C:17]2[N:22]=[CH:21][N:20]=[C:19]([C:23]([N:27]3[C:35]4[C:30](=[CH:31][CH:32]=[CH:33][CH:34]=4)[CH2:29][CH:28]3[C:36]([O:38][CH2:39][CH3:40])=[O:37])=[O:25])[CH:18]=2)[CH2:13][CH2:12]1. The catalyst class is: 3.